Dataset: Forward reaction prediction with 1.9M reactions from USPTO patents (1976-2016). Task: Predict the product of the given reaction. (1) Given the reactants [OH:1][C:2]1([CH:8]([C:12]2[CH:17]=[CH:16][CH:15]=[C:14]([O:18][C:19]3[CH:24]=[CH:23][CH:22]=[CH:21][CH:20]=3)[CH:13]=2)[C:9](O)=[O:10])[CH2:7][CH2:6][CH2:5][CH2:4][CH2:3]1.[CH3:25][C:26]([O:29][C:30]([NH:32][CH:33]1[CH2:38][CH2:37][NH:36][CH2:35][CH2:34]1)=[O:31])([CH3:28])[CH3:27], predict the reaction product. The product is: [OH:1][C:2]1([CH:8]([C:12]2[CH:17]=[CH:16][CH:15]=[C:14]([O:18][C:19]3[CH:20]=[CH:21][CH:22]=[CH:23][CH:24]=3)[CH:13]=2)[C:9]([N:36]2[CH2:35][CH2:34][CH:33]([NH:32][C:30](=[O:31])[O:29][C:26]([CH3:25])([CH3:27])[CH3:28])[CH2:38][CH2:37]2)=[O:10])[CH2:7][CH2:6][CH2:5][CH2:4][CH2:3]1. (2) Given the reactants [CH:1]1([C@@H:4]([C:11]2[CH:12]=[CH:13][C:14]3[O:19][CH2:18][CH:17]([CH:20]4[CH2:23][N:22](C(OC(C)(C)C)=O)[CH2:21]4)[O:16][C:15]=3[CH:31]=2)[C@H:5]([CH3:10])[C:6]([O:8][CH3:9])=[O:7])[CH2:3][CH2:2]1.C(O)(C(F)(F)F)=O, predict the reaction product. The product is: [NH:22]1[CH2:23][CH:20]([CH:17]2[CH2:18][O:19][C:14]3[CH:13]=[CH:12][C:11]([C@H:4]([CH:1]4[CH2:2][CH2:3]4)[C@H:5]([CH3:10])[C:6]([O:8][CH3:9])=[O:7])=[CH:31][C:15]=3[O:16]2)[CH2:21]1. (3) Given the reactants [Cl:1][C:2]1[CH:7]=[CH:6][C:5]([NH:8][S:9]([C:12]2[CH:13]=[CH:14][C:15]([O:29][CH3:30])=[C:16]3[C:21]=2[O:20][CH2:19][C@H:18]([NH:22]C(=O)C(F)(F)F)[CH2:17]3)(=[O:11])=[O:10])=[CH:4][CH:3]=1.[OH-].[Na+].[Cl-].[NH4+], predict the reaction product. The product is: [NH2:22][C@@H:18]1[CH2:17][C:16]2[C:21](=[C:12]([S:9]([NH:8][C:5]3[CH:6]=[CH:7][C:2]([Cl:1])=[CH:3][CH:4]=3)(=[O:11])=[O:10])[CH:13]=[CH:14][C:15]=2[O:29][CH3:30])[O:20][CH2:19]1. (4) Given the reactants Cl.[Cl:2][C:3]1[CH:33]=[CH:32][C:6]([C:7]([NH:9][CH2:10][CH2:11][NH:12][C:13]2[C:18]([Cl:19])=[CH:17][C:16](/[CH:20]=[CH:21]/[C:22](=[O:31])[NH:23][O:24]C3CCCCO3)=[CH:15][N:14]=2)=[O:8])=[CH:5][CH:4]=1, predict the reaction product. The product is: [ClH:2].[Cl:2][C:3]1[CH:33]=[CH:32][C:6]([C:7]([NH:9][CH2:10][CH2:11][NH:12][C:13]2[C:18]([Cl:19])=[CH:17][C:16](/[CH:20]=[CH:21]/[C:22]([NH:23][OH:24])=[O:31])=[CH:15][N:14]=2)=[O:8])=[CH:5][CH:4]=1. (5) The product is: [CH3:36][Si:11]([CH3:10])([CH2:30][CH2:31][C:32]([F:35])([F:33])[F:34])[CH2:12][CH2:13][CH2:14][CH2:15][O:16][C:17]1[CH:22]=[N:21][C:20]([C:23]2[CH:28]=[CH:27][C:26]([O:29][C:48]([C@H:45]3[CH2:46][CH2:47][C@H:42]([CH2:37][CH2:38][CH2:39][CH2:40][CH3:41])[CH2:43][CH2:44]3)=[O:49])=[CH:25][CH:24]=2)=[N:19][CH:18]=1. Given the reactants C(N=C=NC(C)C)(C)C.[CH3:10][Si:11]([CH3:36])([CH2:30][CH2:31][C:32]([F:35])([F:34])[F:33])[CH2:12][CH2:13][CH2:14][CH2:15][O:16][C:17]1[CH:18]=[N:19][C:20]([C:23]2[CH:28]=[CH:27][C:26]([OH:29])=[CH:25][CH:24]=2)=[N:21][CH:22]=1.[CH2:37]([C@H:42]1[CH2:47][CH2:46][C@H:45]([C:48](O)=[O:49])[CH2:44][CH2:43]1)[CH2:38][CH2:39][CH2:40][CH3:41].CN(C1C=CC=CN=1)C, predict the reaction product.